From a dataset of hERG potassium channel inhibition data for cardiac toxicity prediction from Karim et al.. Regression/Classification. Given a drug SMILES string, predict its toxicity properties. Task type varies by dataset: regression for continuous values (e.g., LD50, hERG inhibition percentage) or binary classification for toxic/non-toxic outcomes (e.g., AMES mutagenicity, cardiotoxicity, hepatotoxicity). Dataset: herg_karim. (1) The molecule is CCOC(=O)[C@@H]1C2CCC(C[C@@H]1OC(c1ccc(F)cc1)c1ccc(F)cc1)N2CCc1c[nH]c2ccccc12. The result is 0 (non-blocker). (2) The drug is CN(C)C(=N)c1ccc(C(=O)Nc2ccc(Cl)cc2C(=O)Nc2ccc(Cl)cn2)c(N2CCC(C(=O)O)CC2)c1. The result is 0 (non-blocker). (3) The molecule is CO[C@]1(c2ccc(F)c(F)c2)CCNC[C@@H]1c1noc(-c2ccccc2CCNC(C)=O)c1Br. The result is 0 (non-blocker). (4) The drug is Cc1ccc2c(-c3nnc(SCCCN4CCc5cc6nc(C)oc6c(C)c5CC4)n3C)cccc2n1. The result is 1 (blocker). (5) The molecule is CC1=C2C[C@H]3[C@@H](CC=C4C[C@@H](O)CC[C@@]43C)[C@@H]2CC[C@]12O[C@@H]1C[C@H](C)CN[C@H]1[C@H]2C. The result is 0 (non-blocker). (6) The result is 1 (blocker). The drug is CCN1CCN(c2cc3[nH]c(SC(C)(C)C)nc3cc2Cl)[C@H](C)C1. (7) The molecule is CCOC(=O)C1=C(CN2CCOC(C(=O)O)C2)NC(c2nccs2)=NC1c1ccc(F)cc1Br. The result is 0 (non-blocker). (8) The molecule is COc1ccc2c(Oc3ccc(NC(=O)c4c(C)n(CC(C)(C)O)n(-c5ccccc5)c4=O)cc3F)ccnc2c1. The result is 0 (non-blocker).